Dataset: Full USPTO retrosynthesis dataset with 1.9M reactions from patents (1976-2016). Task: Predict the reactants needed to synthesize the given product. Given the product [CH3:18][C:19]1[CH:20]=[CH:21][C:22]([C:23]([O:25][C@H:26]2[C:30]([Cl:32])([Cl:31])[CH:29]([OH:33])[O:28][C@@H:27]2[CH2:34][O:35][C:36](=[O:44])[C:37]2[CH:38]=[CH:39][C:40]([CH3:43])=[CH:41][CH:42]=2)=[O:24])=[CH:45][CH:46]=1, predict the reactants needed to synthesize it. The reactants are: C(O[AlH-](OC(C)(C)C)OC(C)(C)C)(C)(C)C.[Li+].[CH3:18][C:19]1[CH:46]=[CH:45][C:22]([C:23]([O:25][C@H:26]2[C:30]([Cl:32])([Cl:31])[C:29](=[O:33])[O:28][C@@H:27]2[CH2:34][O:35][C:36](=[O:44])[C:37]2[CH:42]=[CH:41][C:40]([CH3:43])=[CH:39][CH:38]=2)=[O:24])=[CH:21][CH:20]=1.